From a dataset of Forward reaction prediction with 1.9M reactions from USPTO patents (1976-2016). Predict the product of the given reaction. (1) Given the reactants [NH2:1][C:2]1[CH:30]=[CH:29][C:5]2[NH:6][C:7]([C:12]3[C:13](=[O:28])[N:14]([CH2:23][CH2:24][CH:25]([CH3:27])[CH3:26])[C:15]4[C:20]([C:21]=3[OH:22])=[CH:19][CH:18]=[CH:17][N:16]=4)=[N:8][S:9](=[O:11])(=[O:10])[C:4]=2[CH:3]=1.[C:31](OC(=O)C)(=[O:33])[CH3:32].O, predict the reaction product. The product is: [OH:22][C:21]1[C:20]2[C:15](=[N:16][CH:17]=[CH:18][CH:19]=2)[N:14]([CH2:23][CH2:24][CH:25]([CH3:27])[CH3:26])[C:13](=[O:28])[C:12]=1[C:7]1[NH:6][C:5]2[CH:29]=[CH:30][C:2]([NH:1][C:31](=[O:33])[CH3:32])=[CH:3][C:4]=2[S:9](=[O:11])(=[O:10])[N:8]=1. (2) Given the reactants Cl[C:2]1[C:11]2[C:6](=[CH:7][C:8]([O:14][CH3:15])=[C:9]([O:12][CH3:13])[CH:10]=2)[N:5]=[CH:4][CH:3]=1.[CH3:16][C:17]1[CH:22]=[C:21]([OH:23])[C:20]([C:24]([CH3:26])=[O:25])=[CH:19][C:18]=1[Cl:27].O, predict the reaction product. The product is: [Cl:27][C:18]1[C:17]([CH3:16])=[CH:22][C:21]([O:23][C:2]2[C:11]3[C:6](=[CH:7][C:8]([O:14][CH3:15])=[C:9]([O:12][CH3:13])[CH:10]=3)[N:5]=[CH:4][CH:3]=2)=[C:20]([C:24](=[O:25])[CH3:26])[CH:19]=1. (3) The product is: [CH3:16][O:15][C:8]1[C:7]([C:1]2[CH:2]=[CH:3][CH:4]=[CH:5][CH:6]=2)=[C:12]([O:13][CH3:14])[CH:11]=[CH:10][C:9]=1[CH:21]=[O:22]. Given the reactants [C:1]1([C:7]2[C:12]([O:13][CH3:14])=[CH:11][CH:10]=[CH:9][C:8]=2[O:15][CH3:16])[CH:6]=[CH:5][CH:4]=[CH:3][CH:2]=1.ClC1C(OC)=C(C=CC=1OC)[CH:21]=[O:22], predict the reaction product. (4) Given the reactants FC(F)(F)C(O)=O.[Cl:8][C:9]1[CH:10]=[CH:11][C:12]2[O:17][C:16](=[O:18])[CH:15]=[C:14]([O:19][CH2:20][CH2:21][CH2:22][NH:23][CH3:24])[C:13]=2[CH:25]=1.C(Cl)Cl.CC[N:31]([CH:35](C)C)C(C)C.CN=C=[S:41], predict the reaction product. The product is: [Cl:8][C:9]1[CH:10]=[CH:11][C:12]2[O:17][C:16](=[O:18])[CH:15]=[C:14]([O:19][CH2:20][CH2:21][CH2:22][NH:23][C:24]([NH:31][CH3:35])=[S:41])[C:13]=2[CH:25]=1. (5) Given the reactants [NH2:1][C:2]1[C:3]2[N:4]([C:18]([CH3:22])=[C:19]([CH3:21])[N:20]=2)[CH:5]=[CH:6][C:7]=1[C:8](=[O:17])[CH:9]1[O:16][CH:10]1[C:11]1[CH:15]=[CH:14][S:13][CH:12]=1, predict the reaction product. The product is: [OH:16][CH:9]1[C:8](=[O:17])[C:7]2[CH:6]=[CH:5][N:4]3[C:18]([CH3:22])=[C:19]([CH3:21])[N:20]=[C:3]3[C:2]=2[NH:1][CH:10]1[C:11]1[CH:15]=[CH:14][S:13][CH:12]=1. (6) Given the reactants CC(C)([O-])C.[Na+].CC(C[AlH]CC(C)C)C.[C:16]1([N:22]2[C:26]3[CH:27]=[C:28]([C:31](OC)=[O:32])[CH:29]=[CH:30][C:25]=3[N:24]=[CH:23]2)[CH:21]=[CH:20][CH:19]=[CH:18][CH:17]=1, predict the reaction product. The product is: [C:16]1([N:22]2[C:26]3[CH:27]=[C:28]([CH2:31][OH:32])[CH:29]=[CH:30][C:25]=3[N:24]=[CH:23]2)[CH:21]=[CH:20][CH:19]=[CH:18][CH:17]=1.